From a dataset of Catalyst prediction with 721,799 reactions and 888 catalyst types from USPTO. Predict which catalyst facilitates the given reaction. (1) Reactant: O.C(O)[CH2:3][CH:4]([OH:6])[CH3:5].[CH3:8][CH:9](C)[O-:10].C[CH:13](C)[O-:14].[CH3:8][CH:9](C)[O-:10].C[CH:13](C)[O-:14].[Zr+4]. Product: [CH3:5][CH:4]([O:6][C:9]([CH3:8])=[O:10])[CH2:3][O:14][CH3:13]. The catalyst class is: 51. (2) Reactant: [CH3:1][NH2:2].Br[CH2:4][C:5]1[CH:6]=[CH:7][C:8]2[C:14]3[S:15][C:16]([C:18]([N:20]([C:22]4[CH:27]=[CH:26][CH:25]=[CH:24][C:23]=4[Cl:28])[CH3:21])=[O:19])=[CH:17][C:13]=3[CH2:12][CH2:11][O:10][C:9]=2[CH:29]=1.O. Product: [Cl:28][C:23]1[CH:24]=[CH:25][CH:26]=[CH:27][C:22]=1[N:20]([CH3:21])[C:18]([C:16]1[S:15][C:14]2[C:8]3[CH:7]=[CH:6][C:5]([CH2:4][NH:2][CH3:1])=[CH:29][C:9]=3[O:10][CH2:11][CH2:12][C:13]=2[CH:17]=1)=[O:19]. The catalyst class is: 14.